From a dataset of NCI-60 drug combinations with 297,098 pairs across 59 cell lines. Regression. Given two drug SMILES strings and cell line genomic features, predict the synergy score measuring deviation from expected non-interaction effect. Synergy scores: CSS=19.9, Synergy_ZIP=1.70, Synergy_Bliss=9.35, Synergy_Loewe=6.31, Synergy_HSA=6.42. Drug 2: CC12CCC(CC1=CCC3C2CCC4(C3CC=C4C5=CN=CC=C5)C)O. Cell line: SW-620. Drug 1: C1CCC(C1)C(CC#N)N2C=C(C=N2)C3=C4C=CNC4=NC=N3.